This data is from Reaction yield outcomes from USPTO patents with 853,638 reactions. The task is: Predict the reaction yield, written as a fraction of the theoretical maximum amount of product (1.0 means a 100% yield; for example, 0.34 means a 34% yield). (1) The reactants are Br[C:2]1[CH:3]=[CH:4][C:5]([C:9]2[N:13]=[CH:12][N:11](C(OC(C)(C)C)=O)[N:10]=2)=[N:6][C:7]=1[CH3:8].[CH:21]([N:24]1[C:29]2=[N:30][C:31](B3OC(C)(C)C(C)(C)O3)=[CH:32][N:33]=[C:28]2[NH:27][CH2:26][C:25]1=[O:43])([CH3:23])[CH3:22].C(=O)([O-])[O-].[Na+].[Na+]. The catalyst is CC(N(C)C)=O.O.[Pd].C1(P(C2C=CC=CC=2)C2C=CC=CC=2)C=CC=CC=1.C1(P(C2C=CC=CC=2)C2C=CC=CC=2)C=CC=CC=1.C1(P(C2C=CC=CC=2)C2C=CC=CC=2)C=CC=CC=1.C1(P(C2C=CC=CC=2)C2C=CC=CC=2)C=CC=CC=1. The product is [CH:21]([N:24]1[C:29]2=[N:30][C:31]([C:2]3[C:7]([CH3:8])=[N:6][C:5]([C:9]4[NH:13][CH:12]=[N:11][N:10]=4)=[CH:4][CH:3]=3)=[CH:32][N:33]=[C:28]2[NH:27][CH2:26][C:25]1=[O:43])([CH3:23])[CH3:22]. The yield is 0.410. (2) The product is [F:1][C:2]1[C:3]([N:8]2[CH2:9][CH2:10][N:11]([CH2:15][C:16]3[NH:20][C:19]4[CH:21]=[CH:22][CH:23]=[CH:24][C:18]=4[N:17]=3)[CH2:12][CH2:13]2)=[N:4][CH:5]=[CH:6][CH:7]=1. The yield is 0.360. The catalyst is CN(C)C=O. The reactants are [F:1][C:2]1[C:3]([N:8]2[CH2:13][CH2:12][NH:11][CH2:10][CH2:9]2)=[N:4][CH:5]=[CH:6][CH:7]=1.Cl[CH2:15][C:16]1[NH:20][C:19]2[CH:21]=[CH:22][CH:23]=[CH:24][C:18]=2[N:17]=1.C(=O)([O-])[O-].[Cs+].[Cs+]. (3) The reactants are O[C:2]1[CH:7]=[C:6]([OH:8])[CH:5]=[CH:4][C:3]=1[C:9](=[N:11][OH:12])[CH3:10].[OH-].[K+]. The catalyst is CO.O. The product is [CH3:10][C:9]1[C:3]2[CH:4]=[CH:5][C:6]([OH:8])=[CH:7][C:2]=2[O:12][N:11]=1. The yield is 0.220.